This data is from Forward reaction prediction with 1.9M reactions from USPTO patents (1976-2016). The task is: Predict the product of the given reaction. (1) The product is: [Si:24]([O:23][CH2:22][CH2:21][O:16][C:14]1[CH:15]=[C:10]([C:2]2[O:1][C:5]3[CH:6]=[CH:7][CH:8]=[CH:9][C:4]=3[N:3]=2)[CH:11]=[CH:12][C:13]=1[CH3:17])([C:27]([CH3:30])([CH3:29])[CH3:28])([CH3:26])[CH3:25]. Given the reactants [O:1]1[C:5]2[CH:6]=[CH:7][CH:8]=[CH:9][C:4]=2[N:3]=[C:2]1[C:10]1[CH:11]=[CH:12][C:13]([CH3:17])=[C:14]([OH:16])[CH:15]=1.[H-].[Na+].Br[CH2:21][CH2:22][O:23][Si:24]([C:27]([CH3:30])([CH3:29])[CH3:28])([CH3:26])[CH3:25].CCOC(C)=O, predict the reaction product. (2) Given the reactants [CH3:1][O:2][CH2:3][O:4][C:5]1[CH:10]=[CH:9][C:8]([CH2:11][CH2:12][C:13](OCC)=[O:14])=[C:7]([O:18][C:19]2[CH:24]=[CH:23][C:22]([C:25]([F:28])([F:27])[F:26])=[CH:21][N:20]=2)[CH:6]=1.[H-].[Al+3].[Li+].[H-].[H-].[H-].O.O.O.O.O.O.O.O.O.O.S([O-])([O-])(=O)=O.[Na+].[Na+], predict the reaction product. The product is: [CH3:1][O:2][CH2:3][O:4][C:5]1[CH:10]=[CH:9][C:8]([CH2:11][CH2:12][CH2:13][OH:14])=[C:7]([O:18][C:19]2[CH:24]=[CH:23][C:22]([C:25]([F:26])([F:27])[F:28])=[CH:21][N:20]=2)[CH:6]=1. (3) Given the reactants [OH-].[Na+].[CH3:3][N:4]1[C:10](=[O:11])[C:9]2[CH:12]=[CH:13][CH:14]=[CH:15][C:8]=2[CH:7]([CH2:16][C:17]([O:19]C)=[O:18])[C:6]2[CH:21]=[CH:22][C:23]([O:25][CH2:26][CH2:27][CH2:28][CH2:29][NH:30][C:31]3[CH:36]=[CH:35][CH:34]=[CH:33][N:32]=3)=[CH:24][C:5]1=2.CO, predict the reaction product. The product is: [CH3:3][N:4]1[C:10](=[O:11])[C:9]2[CH:12]=[CH:13][CH:14]=[CH:15][C:8]=2[CH:7]([CH2:16][C:17]([OH:19])=[O:18])[C:6]2[CH:21]=[CH:22][C:23]([O:25][CH2:26][CH2:27][CH2:28][CH2:29][NH:30][C:31]3[CH:36]=[CH:35][CH:34]=[CH:33][N:32]=3)=[CH:24][C:5]1=2. (4) Given the reactants [C:1]([C:3]1[CH:8]=[CH:7][C:6](B(O)O)=[CH:5][CH:4]=1)#[N:2].Cl[C:13]1[N:18]=[C:17]([NH2:19])[N:16]=[C:15]([NH:20][CH3:21])[CH:14]=1, predict the reaction product. The product is: [NH2:19][C:17]1[N:18]=[C:13]([C:6]2[CH:7]=[CH:8][C:3]([C:1]#[N:2])=[CH:4][CH:5]=2)[CH:14]=[C:15]([NH:20][CH3:21])[N:16]=1.